From a dataset of Full USPTO retrosynthesis dataset with 1.9M reactions from patents (1976-2016). Predict the reactants needed to synthesize the given product. (1) Given the product [N:14]([C@H:1]1[C@H:5]([OH:6])[CH2:4][N:3]([C:7]([O:9][C:10]([CH3:13])([CH3:12])[CH3:11])=[O:8])[CH2:2]1)=[N+:15]=[N-:16], predict the reactants needed to synthesize it. The reactants are: [CH:1]12[O:6][CH:5]1[CH2:4][N:3]([C:7]([O:9][C:10]([CH3:13])([CH3:12])[CH3:11])=[O:8])[CH2:2]2.[N:14]([Si](C)(C)C)=[N+:15]=[N-:16].C([O-])([O-])=O.[K+].[K+]. (2) Given the product [NH2:1][C:2]1[CH:10]=[CH:9][CH:8]=[C:7]([O:11][CH3:12])[C:3]=1[C:4]([N:14]([CH3:15])[CH3:13])=[O:5], predict the reactants needed to synthesize it. The reactants are: [NH2:1][C:2]1[CH:10]=[CH:9][CH:8]=[C:7]([O:11][CH3:12])[C:3]=1[C:4](O)=[O:5].[CH3:13][NH:14][CH3:15]. (3) Given the product [OH:4][CH2:5][C@@H:6]1[CH2:8][C@H:7]1[C:9]#[C:10][C:11]#[C:12][C:13]1[CH:14]=[CH:15][C:16]([C:17]([OH:19])=[O:18])=[CH:21][CH:22]=1, predict the reactants needed to synthesize it. The reactants are: C([O:4][CH2:5][C@@H:6]1[CH2:8][C@H:7]1[C:9]#[C:10][C:11]#[C:12][C:13]1[CH:22]=[CH:21][C:16]([C:17]([O:19]C)=[O:18])=[CH:15][CH:14]=1)(=O)C.[OH-].[Na+]. (4) Given the product [F:34][C:31]1[CH:32]=[C:33]2[C:28]([CH2:27][CH2:26][N:25]2[CH:22]2[CH2:21][CH2:20][N:19]([C:17]([NH:16][C:14]3[S:15][C:11]4[CH2:10][CH:9]([OH:8])[CH2:36][CH2:35][C:12]=4[N:13]=3)=[O:18])[CH2:24][CH2:23]2)=[CH:29][CH:30]=1, predict the reactants needed to synthesize it. The reactants are: [Si]([O:8][CH:9]1[CH2:36][CH2:35][C:12]2[N:13]=[C:14]([NH:16][C:17]([N:19]3[CH2:24][CH2:23][CH:22]([N:25]4[C:33]5[C:28](=[CH:29][CH:30]=[C:31]([F:34])[CH:32]=5)[CH2:27][CH2:26]4)[CH2:21][CH2:20]3)=[O:18])[S:15][C:11]=2[CH2:10]1)(C(C)(C)C)(C)C.CCCC[N+](CCCC)(CCCC)CCCC.[F-].CCOC(C)=O.O. (5) Given the product [F:31][C:30]1[C:25]([NH:1][CH2:2][C@@H:3]2[C@H:8]([CH3:9])[CH2:7][CH2:6][CH2:5][N:4]2[C:10]([C:12]2[C:17]([N:18]3[N:22]=[CH:21][CH:20]=[N:19]3)=[CH:16][CH:15]=[C:14]([CH3:23])[N:13]=2)=[O:11])=[N:26][CH:27]=[C:28]([C:32]([F:34])([F:33])[F:35])[CH:29]=1, predict the reactants needed to synthesize it. The reactants are: [NH2:1][CH2:2][C@@H:3]1[C@H:8]([CH3:9])[CH2:7][CH2:6][CH2:5][N:4]1[C:10]([C:12]1[C:17]([N:18]2[N:22]=[CH:21][CH:20]=[N:19]2)=[CH:16][CH:15]=[C:14]([CH3:23])[N:13]=1)=[O:11].Br[C:25]1[C:30]([F:31])=[CH:29][C:28]([C:32]([F:35])([F:34])[F:33])=[CH:27][N:26]=1.